From a dataset of Forward reaction prediction with 1.9M reactions from USPTO patents (1976-2016). Predict the product of the given reaction. (1) Given the reactants [CH3:1][C:2]1[CH:7]=[C:6]([CH3:8])[CH:5]=[CH:4][C:3]=1[CH:9]([C:22]1[CH:27]=[CH:26][CH:25]=[CH:24][CH:23]=1)[NH:10][C:11](=[O:21])[CH2:12][C:13]1[CH:18]=[CH:17][C:16]([OH:19])=[C:15]([CH3:20])[CH:14]=1.Cl[CH2:29][C:30]1[C:31]([CH3:36])=[N:32][CH:33]=[CH:34][CH:35]=1.C([O-])([O-])=O.[K+].[K+], predict the reaction product. The product is: [CH3:1][C:2]1[CH:7]=[C:6]([CH3:8])[CH:5]=[CH:4][C:3]=1[CH:9]([C:22]1[CH:27]=[CH:26][CH:25]=[CH:24][CH:23]=1)[NH:10][C:11](=[O:21])[CH2:12][C:13]1[CH:18]=[CH:17][C:16]([O:19][CH2:29][C:30]2[C:31]([CH3:36])=[N:32][CH:33]=[CH:34][CH:35]=2)=[C:15]([CH3:20])[CH:14]=1. (2) Given the reactants [F-].C([N+](CCCC)(CCCC)CCCC)CCC.[O:19]1[CH:23]=[CH:22][C:21]([C:24]2[CH:31]=[CH:30][CH:29]=[CH:28][C:25]=2[CH:26]=[O:27])=[CH:20]1.[F:32][C:33]([Si](C)(C)C)([F:35])[F:34].Cl, predict the reaction product. The product is: [F:32][C:33]([F:35])([F:34])[CH:26]([C:25]1[CH:28]=[CH:29][CH:30]=[CH:31][C:24]=1[C:21]1[CH:22]=[CH:23][O:19][CH:20]=1)[OH:27]. (3) Given the reactants C1O[CH:5]([CH:6]2[CH2:11][CH2:10][CH:9]([C:12]3[CH:17]=[C:16]([F:18])[C:15]([I:19])=[C:14]([F:20])[CH:13]=3)[CH2:8][CH2:7]2)[O:4]C1C.C(O)=O, predict the reaction product. The product is: [F:18][C:16]1[CH:17]=[C:12]([CH:9]2[CH2:8][CH2:7][CH:6]([CH:5]=[O:4])[CH2:11][CH2:10]2)[CH:13]=[C:14]([F:20])[C:15]=1[I:19]. (4) Given the reactants I[C:2]1[C:10]2[C:5](=[CH:6][C:7]([C@H:11]3[C@@:13]4([C:21]5[C:16](=[CH:17][CH:18]=[CH:19][CH:20]=5)[NH:15][C:14]4=[O:22])[CH2:12]3)=[CH:8][CH:9]=2)[NH:4][N:3]=1.[CH3:23][C:24]1(C)C(C)(C)OB(C=C)O1.C([O-])([O-])=O.[Na+].[Na+], predict the reaction product. The product is: [CH:23]([C:2]1[C:10]2[C:5](=[CH:6][C:7]([C@H:11]3[C@@:13]4([C:21]5[C:16](=[CH:17][CH:18]=[CH:19][CH:20]=5)[NH:15][C:14]4=[O:22])[CH2:12]3)=[CH:8][CH:9]=2)[NH:4][N:3]=1)=[CH2:24]. (5) Given the reactants Br[C:2]1[S:3][C:4]([CH2:7][N:8]([CH2:19][CH:20]([CH3:22])[CH3:21])[S:9]([CH2:12][C:13]2[CH:18]=[CH:17][CH:16]=[CH:15][CH:14]=2)(=[O:11])=[O:10])=[CH:5][N:6]=1.[CH3:23][S:24]([NH:27][C:28]1[CH:33]=[CH:32][C:31](B(O)O)=[CH:30][CH:29]=1)(=[O:26])=[O:25].C([O-])(=O)C.[K+].C(=O)([O-])[O-].[Na+].[Na+], predict the reaction product. The product is: [CH2:19]([N:8]([CH2:7][C:4]1[S:3][C:2]([C:31]2[CH:30]=[CH:29][C:28]([NH:27][S:24]([CH3:23])(=[O:25])=[O:26])=[CH:33][CH:32]=2)=[N:6][CH:5]=1)[S:9]([CH2:12][C:13]1[CH:18]=[CH:17][CH:16]=[CH:15][CH:14]=1)(=[O:11])=[O:10])[CH:20]([CH3:22])[CH3:21].